Task: Predict which catalyst facilitates the given reaction.. Dataset: Catalyst prediction with 721,799 reactions and 888 catalyst types from USPTO (1) Reactant: [CH2:1]([NH2:4])[CH:2]=[CH2:3].[F:5][C:6]1[CH:11]=[C:10](/[CH:12]=[CH:13]/[N+:14]([O-])=O)[CH:9]=[C:8]([F:17])[C:7]=1[F:18]. Product: [CH2:1]([NH:4][CH:12]([C:10]1[CH:9]=[C:8]([F:17])[C:7]([F:18])=[C:6]([F:5])[CH:11]=1)[CH2:13][NH2:14])[CH:2]=[CH2:3]. The catalyst class is: 1. (2) Reactant: C(N(CC)CC)C.CC(C)(C)C(Cl)=O.[C:15]([O:19][C:20]([N:22]1[CH2:29][CH2:28][CH2:27][C@H:23]1[C:24]([OH:26])=O)=[O:21])([CH3:18])([CH3:17])[CH3:16].[NH2:30][C:31]1[CH:40]=[CH:39][C:38]([Cl:41])=[CH:37][C:32]=1[C:33]([O:35][CH3:36])=[O:34]. Product: [Cl:41][C:38]1[CH:39]=[CH:40][C:31]([NH:30][C:24]([C@@H:23]2[CH2:27][CH2:28][CH2:29][N:22]2[C:20]([O:19][C:15]([CH3:16])([CH3:17])[CH3:18])=[O:21])=[O:26])=[C:32]([C:33]([O:35][CH3:36])=[O:34])[CH:37]=1. The catalyst class is: 90. (3) Reactant: [O:1]1[C:5]2[CH:6]=[CH:7][CH:8]=[CH:9][C:4]=2[NH:3][C:2]1=[O:10].[C:11](O)(=[O:14])[CH2:12][CH3:13]. Product: [C:11]([C:7]1[CH:8]=[CH:9][C:4]2[NH:3][C:2](=[O:10])[O:1][C:5]=2[CH:6]=1)(=[O:14])[CH2:12][CH3:13]. The catalyst class is: 6. (4) Reactant: [CH3:1][O:2][C:3]1[CH:8]=[CH:7][CH:6]=[CH:5][C:4]=1[OH:9].C1(C)C=CC=CC=1.[OH-].[Na+].[CH2:19]([CH:21]1[O:23][CH2:22]1)Cl. Product: [CH3:1][O:2][C:3]1[CH:8]=[CH:7][CH:6]=[CH:5][C:4]=1[O:9][CH2:19][CH:21]1[O:23][CH2:22]1. The catalyst class is: 568. (5) Reactant: [Cl-].Cl.[NH2:3][C@@H:4]([CH2:9][CH2:10][CH2:11][NH:12][C:13]([O:15][C:16]([CH3:19])([CH3:18])[CH3:17])=[O:14])[C:5]([O:7][CH3:8])=[O:6].[CH2:20]([N:27]1[CH:32]=[CH:31][CH:30]=[C:29]([C:33](O)=[O:34])[C:28]1=[O:36])[C:21]1[CH:26]=[CH:25][CH:24]=[CH:23][CH:22]=1.CN(C(ON1N=N[C:47]2[CH:48]=[CH:49][CH:50]=[CH:51][C:46]1=2)=[N+](C)C)C.F[P-](F)(F)(F)(F)F.CCN(C(C)C)C(C)C. Product: [C:16]([O:15][C:13]([NH:12][CH2:11][CH2:10][CH2:9][C@H:4]([NH:3][C:33]([C:29]1[C:28](=[O:36])[N:27]([CH:20]([C:21]2[CH:26]=[CH:25][CH:24]=[CH:23][CH:22]=2)[C:46]2[CH:51]=[CH:50][CH:49]=[CH:48][CH:47]=2)[CH:32]=[CH:31][CH:30]=1)=[O:34])[C:5]([O:7][CH3:8])=[O:6])=[O:14])([CH3:19])([CH3:18])[CH3:17]. The catalyst class is: 31. (6) Reactant: Cl[C:2]1[N:7]=[C:6]([O:8][C:9]2[CH:36]=[CH:35][C:34]([F:37])=[CH:33][C:10]=2[CH2:11][NH:12][C:13]([NH:15][C:16]2[N:20]([C:21]3[CH:26]=[CH:25][C:24]([CH3:27])=[CH:23][CH:22]=3)[N:19]=[C:18]([C:28]([CH2:31][CH3:32])([CH3:30])[CH3:29])[CH:17]=2)=[O:14])[CH:5]=[CH:4][N:3]=1.[NH:38]1[CH2:43][CH2:42][O:41][CH2:40][CH2:39]1. Product: [O:41]1[CH2:42][CH2:43][N:38]([C:2]2[N:7]=[C:6]([O:8][C:9]3[CH:36]=[CH:35][C:34]([F:37])=[CH:33][C:10]=3[CH2:11][NH:12][C:13]([NH:15][C:16]3[N:20]([C:21]4[CH:26]=[CH:25][C:24]([CH3:27])=[CH:23][CH:22]=4)[N:19]=[C:18]([C:28]([CH2:31][CH3:32])([CH3:30])[CH3:29])[CH:17]=3)=[O:14])[CH:5]=[CH:4][N:3]=2)[CH2:39][CH2:40]1. The catalyst class is: 8. (7) Reactant: [Br:1][C:2]1[CH:7]=[CH:6][C:5](/[CH:8]=[CH:9]/[C:10](OCC)=[O:11])=[CH:4][CH:3]=1.[H-].C([Al+]CC(C)C)C(C)C.[OH-].[Na+]. Product: [Br:1][C:2]1[CH:3]=[CH:4][C:5](/[CH:8]=[CH:9]/[CH2:10][OH:11])=[CH:6][CH:7]=1. The catalyst class is: 4. (8) Reactant: Cl.[C:2](Cl)(=[O:9])[C:3]1[CH:8]=[CH:7][CH:6]=[N:5][CH:4]=1.[F:11][C:12]1[C:17]([F:18])=[CH:16][N:15]=[C:14]2[NH:19][CH:20]=[C:21]([NH2:22])[C:13]=12. The catalyst class is: 17. Product: [F:11][C:12]1[C:17]([F:18])=[CH:16][N:15]=[C:14]2[NH:19][CH:20]=[C:21]([NH:22][C:2](=[O:9])[C:3]3[CH:8]=[CH:7][CH:6]=[N:5][CH:4]=3)[C:13]=12.